Dataset: NCI-60 drug combinations with 297,098 pairs across 59 cell lines. Task: Regression. Given two drug SMILES strings and cell line genomic features, predict the synergy score measuring deviation from expected non-interaction effect. Drug 1: CCCCC(=O)OCC(=O)C1(CC(C2=C(C1)C(=C3C(=C2O)C(=O)C4=C(C3=O)C=CC=C4OC)O)OC5CC(C(C(O5)C)O)NC(=O)C(F)(F)F)O. Drug 2: C1=CC=C(C(=C1)C(C2=CC=C(C=C2)Cl)C(Cl)Cl)Cl. Cell line: UO-31. Synergy scores: CSS=14.6, Synergy_ZIP=-7.80, Synergy_Bliss=-10.3, Synergy_Loewe=-18.1, Synergy_HSA=-9.88.